From a dataset of Reaction yield outcomes from USPTO patents with 853,638 reactions. Predict the reaction yield, written as a fraction of the theoretical maximum amount of product (1.0 means a 100% yield; for example, 0.34 means a 34% yield). (1) The reactants are [C:1]([O:20][CH2:21][C@@H:22]([O:25][CH2:26][C:27](OC(C)(C)C)=O)[CH:23]=[CH2:24])([C:14]1[CH:19]=[CH:18][CH:17]=[CH:16][CH:15]=1)([C:8]1[CH:13]=[CH:12][CH:11]=[CH:10][CH:9]=1)[C:2]1[CH:7]=[CH:6][CH:5]=[CH:4][CH:3]=1.[H-].C([Al+]CC(C)C)C(C)C.Cl.C([O-])(=O)C.[Na+].Cl.[NH2:51][OH:52]. The catalyst is ClCCl.O. The product is [C:1]([O:20][CH2:21][C@@H:22]([O:25][CH2:26]/[CH:27]=[N:51]/[OH:52])[CH:23]=[CH2:24])([C:14]1[CH:19]=[CH:18][CH:17]=[CH:16][CH:15]=1)([C:8]1[CH:13]=[CH:12][CH:11]=[CH:10][CH:9]=1)[C:2]1[CH:7]=[CH:6][CH:5]=[CH:4][CH:3]=1. The yield is 1.01. (2) The product is [Cl:1][C:2]1[CH:7]=[CH:6][C:5]([C:8]2[CH:12]=[C:11]([O:13][CH:18]([F:20])[F:19])[N:10]([CH3:22])[N:9]=2)=[C:4]([F:14])[CH:3]=1. The yield is 0.229. The reactants are [Cl:1][C:2]1[CH:7]=[CH:6][C:5]([C:8]2[CH:12]=[C:11]([OH:13])[NH:10][N:9]=2)=[C:4]([F:14])[CH:3]=1.[OH-].[Na+].Cl[CH:18]([F:20])[F:19].O1CCOC[CH2:22]1. The catalyst is O. (3) The reactants are [CH3:1][O:2][C:3](=[O:28])[CH2:4][C:5]1[CH:10]=[CH:9][C:8]([C:11]#[C:12][C:13]2[CH:14]=[C:15]3[C:20](=[C:21]([OH:23])[CH:22]=2)[O:19][C:18]([CH3:25])([CH3:24])[CH2:17][C:16]3([CH3:27])[CH3:26])=[CH:7][CH:6]=1.C(=O)([O-])[O-].[K+].[K+].I[CH:36]([CH3:38])[CH3:37]. The catalyst is CC(C)=O. The product is [CH3:1][O:2][C:3](=[O:28])[CH2:4][C:5]1[CH:6]=[CH:7][C:8]([C:11]#[C:12][C:13]2[CH:14]=[C:15]3[C:20](=[C:21]([O:23][CH:36]([CH3:38])[CH3:37])[CH:22]=2)[O:19][C:18]([CH3:24])([CH3:25])[CH2:17][C:16]3([CH3:27])[CH3:26])=[CH:9][CH:10]=1. The yield is 0.910. (4) The reactants are C([O-])([O-])=O.[Na+].[Na+].[NH2:7][C:8]1[CH:13]=[CH:12][C:11](B2OC(C)(C)C(C)(C)O2)=[CH:10][CH:9]=1.Cl[C:24]1[N:32]=[C:31]2[C:27]([N:28]=[CH:29][N:30]2[CH:33]2[CH2:38][CH2:37][N:36]([C:39]([O:41][C:42]([CH3:45])([CH3:44])[CH3:43])=[O:40])[CH2:35][CH2:34]2)=[C:26]([C:46]2[CH2:47][CH2:48][O:49][CH2:50][CH:51]=2)[N:25]=1. The catalyst is C1C=CC([P]([Pd]([P](C2C=CC=CC=2)(C2C=CC=CC=2)C2C=CC=CC=2)([P](C2C=CC=CC=2)(C2C=CC=CC=2)C2C=CC=CC=2)[P](C2C=CC=CC=2)(C2C=CC=CC=2)C2C=CC=CC=2)(C2C=CC=CC=2)C2C=CC=CC=2)=CC=1.C(COC)OC. The product is [NH2:7][C:8]1[CH:9]=[CH:10][C:11]([C:24]2[N:32]=[C:31]3[C:27]([N:28]=[CH:29][N:30]3[CH:33]3[CH2:34][CH2:35][N:36]([C:39]([O:41][C:42]([CH3:45])([CH3:44])[CH3:43])=[O:40])[CH2:37][CH2:38]3)=[C:26]([C:46]3[CH2:47][CH2:48][O:49][CH2:50][CH:51]=3)[N:25]=2)=[CH:12][CH:13]=1. The yield is 0.780. (5) The reactants are [CH:1]1([CH2:6][CH:7]([C:11]2[CH:16]=[CH:15][C:14]([Cl:17])=[C:13]([Cl:18])[CH:12]=2)[C:8]([OH:10])=O)[CH2:5][CH2:4][CH2:3][CH2:2]1.C(Cl)(=O)C(Cl)=O.C(N(CC)C(C)C)(C)C.[NH2:34][C:35]1[CH:40]=[N:39][CH:38]=[CH:37][N:36]=1. The catalyst is C(Cl)Cl.CN(C)C=O.O1CCCC1.O. The product is [CH:1]1([CH2:6][CH:7]([C:11]2[CH:16]=[CH:15][C:14]([Cl:17])=[C:13]([Cl:18])[CH:12]=2)[C:8]([NH:34][C:35]2[CH:40]=[N:39][CH:38]=[CH:37][N:36]=2)=[O:10])[CH2:2][CH2:3][CH2:4][CH2:5]1. The yield is 0.300.